Dataset: Forward reaction prediction with 1.9M reactions from USPTO patents (1976-2016). Task: Predict the product of the given reaction. (1) Given the reactants [C:1]([O-])([O-])=O.[K+].[K+].[CH3:7][O:8][C:9]([C:11]1[C:20]2[O:19][CH2:18][CH2:17][NH:16][C:15]=2[CH:14]=[CH:13][CH:12]=1)=[O:10].CI.O, predict the reaction product. The product is: [CH3:7][O:8][C:9]([C:11]1[C:20]2[O:19][CH2:18][CH2:17][N:16]([CH3:1])[C:15]=2[CH:14]=[CH:13][CH:12]=1)=[O:10]. (2) Given the reactants [F:1][C:2]1[CH:3]=[C:4]2[C:8](=[CH:9][CH:10]=1)[NH:7][C:6](=[O:11])[C:5]2=O.[OH-].[K+].N1C2C(=CC=CC=2)C(=O)C1=[O:17].[F:26][C:27]([F:39])([F:38])[C:28]1[CH:29]=[C:30]([C:34](=O)[CH2:35][CH3:36])[CH:31]=[CH:32][CH:33]=1.Cl, predict the reaction product. The product is: [F:1][C:2]1[CH:3]=[C:4]2[C:8](=[CH:9][CH:10]=1)[N:7]=[C:34]([C:30]1[CH:31]=[CH:32][CH:33]=[C:28]([C:27]([F:26])([F:38])[F:39])[CH:29]=1)[C:35]([CH3:36])=[C:5]2[C:6]([OH:11])=[O:17]. (3) Given the reactants [BH4-].[Li+].[F:3][C:4]1[C:29]([F:30])=[CH:28][CH:27]=[CH:26][C:5]=1[CH2:6][S:7][C:8]1[N:9]=[C:10]([O:18][C@H:19]([CH3:25])[C:20](OCC)=[O:21])[C:11]2[S:16][C:15](=[O:17])[NH:14][C:12]=2[N:13]=1, predict the reaction product. The product is: [F:3][C:4]1[C:29]([F:30])=[CH:28][CH:27]=[CH:26][C:5]=1[CH2:6][S:7][C:8]1[N:9]=[C:10]([O:18][C@H:19]([CH3:25])[CH2:20][OH:21])[C:11]2[S:16][C:15](=[O:17])[NH:14][C:12]=2[N:13]=1. (4) Given the reactants [CH2:1]([C:3]1[CH:8]=[CH:7][C:6]([C@H:9]2[CH2:14][C@@H:13]([C:15]([F:18])([F:17])[F:16])[N:12]3[N:19]=[CH:20][C:21]([C:22](O)=[O:23])=[C:11]3[NH:10]2)=[CH:5][CH:4]=1)[CH3:2].CN(C(ON1N=NC2C=CC=NC1=2)=[N+](C)C)C.F[P-](F)(F)(F)(F)F.C(N(CC)C(C)C)(C)C.Cl.[CH3:59][C:60]1[CH:61]=[CH:62][C:63]([CH2:66][NH2:67])=[N:64][CH:65]=1, predict the reaction product. The product is: [CH2:1]([C:3]1[CH:8]=[CH:7][C:6]([C@H:9]2[CH2:14][C@@H:13]([C:15]([F:16])([F:17])[F:18])[N:12]3[N:19]=[CH:20][C:21]([C:22]([NH:67][CH2:66][C:63]4[CH:62]=[CH:61][C:60]([CH3:59])=[CH:65][N:64]=4)=[O:23])=[C:11]3[NH:10]2)=[CH:5][CH:4]=1)[CH3:2]. (5) Given the reactants Cl.NO.C([N:7](CC)C(C)C)(C)C.[Br:13][C:14]1[CH:15]=[CH:16][C:17]([NH:20][C:21]([NH:23]C(OCC)=O)=S)=[N:18][CH:19]=1, predict the reaction product. The product is: [Br:13][C:14]1[CH:15]=[CH:16][C:17]2[N:18]([N:7]=[C:21]([NH2:23])[N:20]=2)[CH:19]=1.